From a dataset of Catalyst prediction with 721,799 reactions and 888 catalyst types from USPTO. Predict which catalyst facilitates the given reaction. (1) Reactant: Cl.[CH3:2][C:3]1[C:7]([CH2:8][N:9]2[CH:13]=[C:12]([NH2:14])[CH:11]=[N:10]2)=[C:6]([CH3:15])[O:5][N:4]=1.[N:16]1[CH:21]=[CH:20][CH:19]=[CH:18][C:17]=1[C:22](O)=[O:23].C1C=CC2N(O)N=NC=2C=1.C(N(CC)CC)C.C(Cl)CCl. Product: [CH3:2][C:3]1[C:7]([CH2:8][N:9]2[CH:13]=[C:12]([NH:14][C:22](=[O:23])[C:17]3[CH:18]=[CH:19][CH:20]=[CH:21][N:16]=3)[CH:11]=[N:10]2)=[C:6]([CH3:15])[O:5][N:4]=1. The catalyst class is: 2. (2) Reactant: [N:1]1[CH:6]=[CH:5][C:4]([NH2:7])=[C:3]([NH2:8])[CH:2]=1.[C:9](=S)=[S:10].[Cl-].[Cl-].[Ca+2]. Product: [NH:7]1[C:4]2[CH:5]=[CH:6][N:1]=[CH:2][C:3]=2[N:8]=[C:9]1[SH:10]. The catalyst class is: 14. (3) Reactant: [CH3:1][C:2]1[O:3][C:4]2[C:10]([CH:11]=[O:12])=[C:9]3[O:13][CH2:14][O:15][C:8]3=[CH:7][C:5]=2[CH:6]=1.[H-].[H-].[H-].[H-].[Li+].[Al+3]. Product: [CH3:1][C:2]1[O:3][C:4]2[C:10]([CH2:11][OH:12])=[C:9]3[O:13][CH2:14][O:15][C:8]3=[CH:7][C:5]=2[CH:6]=1. The catalyst class is: 7. (4) Reactant: C(Cl)(=[O:8])[C:2]1[CH:7]=[CH:6][N:5]=[CH:4][CH:3]=1.[C:10]([CH2:12][NH:13][C:14]([C@@H:16]1[CH2:21][CH2:20][CH2:19][CH2:18][C@H:17]1[CH2:22][S:23]([C:26]1[CH:31]=[CH:30][C:29]([S:32][CH2:33][CH2:34][NH2:35])=[CH:28][CH:27]=1)(=[O:25])=[O:24])=[O:15])#[N:11].C(N(C(C)C)CC)(C)C. Product: [S:23]([OH:24])(=[O:25])(=[O:8])[CH3:26].[C:10]([CH2:12][NH:13][C:14]([C@@H:16]1[CH2:21][CH2:20][CH2:19][CH2:18][C@H:17]1[CH2:22][S:23]([C:26]1[CH:31]=[CH:30][C:29]([S:32][CH2:33][CH2:34][NH:35][C:2]2[CH:3]=[CH:4][N:5]=[CH:6][CH:7]=2)=[CH:28][CH:27]=1)(=[O:24])=[O:25])=[O:15])#[N:11]. The catalyst class is: 7. (5) Reactant: F[C:2]1[CH:9]=[C:8]([N+:10]([O-:12])=[O:11])[CH:7]=[CH:6][C:3]=1[C:4]#[N:5].[Br:13][C:14]1[CH:15]=[C:16]2[C:21](=[CH:22][CH:23]=1)[CH:20]=[C:19]([OH:24])[CH:18]=[CH:17]2.C1OCCOCCOCCOCCOCCOC1. Product: [Br:13][C:14]1[CH:15]=[C:16]2[C:21](=[CH:22][CH:23]=1)[CH:20]=[C:19]([O:24][C:2]1[CH:9]=[C:8]([N+:10]([O-:12])=[O:11])[CH:7]=[CH:6][C:3]=1[C:4]#[N:5])[CH:18]=[CH:17]2. The catalyst class is: 10. (6) Reactant: C[O:2][C:3](=[O:35])[CH2:4][C:5]1[CH:6]=[N:7][CH:8]=[C:9]([C:11]2[CH:16]=[CH:15][C:14]([C:17]([F:20])([F:19])[F:18])=[CH:13][C:12]=2[CH2:21][N:22]([C:25]([O:27][CH2:28][C:29]2[CH:34]=[CH:33][CH:32]=[CH:31][CH:30]=2)=[O:26])[CH2:23][CH3:24])[CH:10]=1.O.[OH-].[Li+].C(O)(=O)CC(CC(O)=O)(C(O)=O)O. Product: [CH2:28]([O:27][C:25]([N:22]([CH2:21][C:12]1[CH:13]=[C:14]([C:17]([F:18])([F:19])[F:20])[CH:15]=[CH:16][C:11]=1[C:9]1[CH:10]=[C:5]([CH2:4][C:3]([OH:35])=[O:2])[CH:6]=[N:7][CH:8]=1)[CH2:23][CH3:24])=[O:26])[C:29]1[CH:30]=[CH:31][CH:32]=[CH:33][CH:34]=1. The catalyst class is: 36. (7) Reactant: [Br:1][C:2]1[CH:7]=[C:6]([N+:8]([O-:10])=[O:9])[CH:5]=[C:4]([O:11]C)[CH:3]=1.B(Br)(Br)Br.O. Product: [Br:1][C:2]1[CH:3]=[C:4]([OH:11])[CH:5]=[C:6]([N+:8]([O-:10])=[O:9])[CH:7]=1. The catalyst class is: 2. (8) Reactant: [Cl:1][C:2]1[N:7]=[C:6]([C:8]2[CH:9]=[N:10][CH:11]=[C:12]([Cl:14])[CH:13]=2)[C:5]2[N:15]([CH2:28][C@H:29]3[CH2:34][CH2:33][C@H:32]([CH3:35])[CH2:31][CH2:30]3)[C:16]([C:18]([C:21]3[C:26]([F:27])=[CH:25][CH:24]=[CH:23][N:22]=3)(O)[CH3:19])=[N:17][C:4]=2[CH:3]=1.N1C=CC=CC=1.S(Cl)(Cl)=O. Product: [Cl:1][C:2]1[N:7]=[C:6]([C:8]2[CH:9]=[N:10][CH:11]=[C:12]([Cl:14])[CH:13]=2)[C:5]2[N:15]([CH2:28][C@H:29]3[CH2:30][CH2:31][C@H:32]([CH3:35])[CH2:33][CH2:34]3)[C:16]([C:18]([C:21]3[C:26]([F:27])=[CH:25][CH:24]=[CH:23][N:22]=3)=[CH2:19])=[N:17][C:4]=2[CH:3]=1. The catalyst class is: 4. (9) Product: [C:10]1([S:16]([C:19]2[CH:20]=[CH:21][C:22]([C:23]([NH:49][CH2:50][C:51](=[O:52])[N:53]3[CH2:54][CH2:55][N:56]([C:59](=[O:70])[C:60]4[CH:65]=[CH:64][CH:63]=[CH:62][C:61]=4[C:66]([F:67])([F:69])[F:68])[CH2:57][CH2:58]3)=[O:25])=[CH:26][CH:27]=2)(=[O:17])=[O:18])[CH:11]=[CH:12][CH:13]=[CH:14][CH:15]=1. Reactant: CCN(C(C)C)C(C)C.[C:10]1([S:16]([C:19]2[CH:27]=[CH:26][C:22]([C:23]([OH:25])=O)=[CH:21][CH:20]=2)(=[O:18])=[O:17])[CH:15]=[CH:14][CH:13]=[CH:12][CH:11]=1.CCN=C=NCCCN(C)C.C1C=CC2N(O)N=NC=2C=1.[NH2:49][CH2:50][C:51]([N:53]1[CH2:58][CH2:57][N:56]([C:59](=[O:70])[C:60]2[CH:65]=[CH:64][CH:63]=[CH:62][C:61]=2[C:66]([F:69])([F:68])[F:67])[CH2:55][CH2:54]1)=[O:52].C(O)(C(F)(F)F)=O. The catalyst class is: 18. (10) Reactant: [C:9](O[C:9]([O:11][C:12]([CH3:15])([CH3:14])[CH3:13])=[O:10])([O:11][C:12]([CH3:15])([CH3:14])[CH3:13])=[O:10].[C:16]([N:19]1[C:28]2[C:23](=[C:24]([NH:47][C:48]3[CH:53]=[CH:52][CH:51]=[CH:50][CH:49]=3)[C:25]([C:29]3[CH:30]=[N:31][N:32]([CH:34]4[CH2:39][CH2:38][N:37]([C:40]([O:42][C:43]([CH3:46])([CH3:45])[CH3:44])=[O:41])[CH2:36][CH2:35]4)[CH:33]=3)=[CH:26][CH:27]=2)[CH2:22][CH2:21][C@@H:20]1[CH3:54])(=[O:18])[CH3:17].C(N1C2C(=CC(C3C=NN(C4CCN(C(OC(C)(C)C)=O)CC4)C=3)=CC=2)CC[C@@H]1C)(=O)C. Product: [C:16]([N:19]1[C:28]2[C:23](=[C:24]([N:47]([C:9]([O:11][C:12]([CH3:13])([CH3:14])[CH3:15])=[O:10])[C:48]3[CH:49]=[CH:50][CH:51]=[CH:52][CH:53]=3)[C:25]([C:29]3[CH:30]=[N:31][N:32]([CH:34]4[CH2:39][CH2:38][N:37]([C:40]([O:42][C:43]([CH3:46])([CH3:45])[CH3:44])=[O:41])[CH2:36][CH2:35]4)[CH:33]=3)=[CH:26][CH:27]=2)[CH2:22][CH2:21][C@@H:20]1[CH3:54])(=[O:18])[CH3:17]. The catalyst class is: 251.